Dataset: Full USPTO retrosynthesis dataset with 1.9M reactions from patents (1976-2016). Task: Predict the reactants needed to synthesize the given product. (1) Given the product [F:1][C:2]1[CH:7]=[CH:6][C:5]([C:8]2([CH2:21][O:22][CH:23]([C:25]3[CH:26]=[C:27]([CH3:34])[CH:28]=[C:29]4[C:33]=3[NH:32][N:31]=[CH:30]4)[CH3:24])[CH2:13][CH2:12][NH:11][CH2:10][CH2:9]2)=[CH:4][CH:3]=1, predict the reactants needed to synthesize it. The reactants are: [F:1][C:2]1[CH:7]=[CH:6][C:5]([C:8]2([CH2:21][O:22][CH:23]([C:25]3[CH:26]=[C:27]([CH3:34])[CH:28]=[C:29]4[C:33]=3[NH:32][N:31]=[CH:30]4)[CH3:24])[CH2:13][CH2:12][N:11](C(OC(C)(C)C)=O)[CH2:10][CH2:9]2)=[CH:4][CH:3]=1. (2) Given the product [CH3:13][O:14][CH:15]1[CH2:20][CH2:19][CH2:18][CH2:17][CH:16]1[N:21]1[C:26](=[O:27])[C:25]([CH2:28][C:29]2[CH:34]=[CH:33][C:32]([C:35]3[CH:40]=[CH:39][CH:38]=[CH:37][C:36]=3[C:41]3[NH:3][C:4](=[O:7])[O:5][N:42]=3)=[CH:31][CH:30]=2)=[C:24]([CH2:43][CH2:44][CH3:45])[N:23]2[N:46]=[C:47]([CH3:49])[N:48]=[C:22]12, predict the reactants needed to synthesize it. The reactants are: [Cl-].O[NH3+:3].[C:4](=[O:7])([O-])[OH:5].[Na+].CS(C)=O.[CH3:13][O:14][CH:15]1[CH2:20][CH2:19][CH2:18][CH2:17][CH:16]1[N:21]1[C:26](=[O:27])[C:25]([CH2:28][C:29]2[CH:34]=[CH:33][C:32]([C:35]3[C:36]([C:41]#[N:42])=[CH:37][CH:38]=[CH:39][CH:40]=3)=[CH:31][CH:30]=2)=[C:24]([CH2:43][CH2:44][CH3:45])[N:23]2[N:46]=[C:47]([CH3:49])[N:48]=[C:22]12. (3) Given the product [Br:1][C:2]1[C:6]([F:7])=[CH:5][N:4]([C:11]2[CH:16]=[CH:15][N:14]=[C:13]([C:17]([F:20])([F:19])[F:18])[CH:12]=2)[N:3]=1, predict the reactants needed to synthesize it. The reactants are: [Br:1][C:2]1[C:6]([F:7])=[CH:5][NH:4][N:3]=1.[H-].[Na+].F[C:11]1[CH:16]=[CH:15][N:14]=[C:13]([C:17]([F:20])([F:19])[F:18])[CH:12]=1. (4) Given the product [F:7][C:8]1[C:13]([F:14])=[CH:12][CH:11]=[CH:10][C:9]=1[CH2:15][CH2:16][O:17][CH2:18][CH2:19][CH2:20][CH2:21][CH2:22][CH2:23][C:24]([Cl:1])=[O:26], predict the reactants needed to synthesize it. The reactants are: [Cl:1]C(OCC)=O.[F:7][C:8]1[C:13]([F:14])=[CH:12][CH:11]=[CH:10][C:9]=1[CH2:15][CH2:16][O:17][CH2:18][CH2:19][CH2:20][CH2:21][CH2:22][CH2:23][C:24]([OH:26])=O.C(N(CC)CC)C. (5) The reactants are: [NH2:1][C:2]1[C:11]2[C:6](=[C:7](Br)[CH:8]=[CH:9][CH:10]=2)[N:5]=[N:4][C:3]=1[C:13]([NH:15][CH:16]1[CH2:18][CH2:17]1)=[O:14].[CH3:19][O:20][C:21]1[C:26](B(O)O)=[CH:25][CH:24]=[CH:23][N:22]=1. Given the product [NH2:1][C:2]1[C:11]2[C:6](=[C:7]([C:26]3[C:21]([O:20][CH3:19])=[N:22][CH:23]=[CH:24][CH:25]=3)[CH:8]=[CH:9][CH:10]=2)[N:5]=[N:4][C:3]=1[C:13]([NH:15][CH:16]1[CH2:18][CH2:17]1)=[O:14], predict the reactants needed to synthesize it. (6) Given the product [OH:20][C@@H:18]([C@H:15]1[C:14](=[O:25])[N:13]2[C@@H:16]1[CH2:17][C:11]([C:9]1[CH:8]=[CH:7][C:6]3[N:2]([CH3:1])[C:3](=[O:32])[O:4][C:5]=3[CH:10]=1)=[C:12]2[C:26]([O:28][CH2:29][CH:30]=[CH2:31])=[O:27])[CH3:19], predict the reactants needed to synthesize it. The reactants are: [CH3:1][N:2]1[C:6]2[CH:7]=[CH:8][C:9]([C:11]3[CH2:17][C@H:16]4[N:13]([C:14](=[O:25])[C@@H:15]4[C@H:18]([O:20][Si](C)(C)C)[CH3:19])[C:12]=3[C:26]([O:28][CH2:29][CH:30]=[CH2:31])=[O:27])=[CH:10][C:5]=2[O:4][C:3]1=[O:32].O.Cl.C(=O)([O-])O.[Na+]. (7) The reactants are: Cl.[C:2]([C:6]1[N:11]=[CH:10][C:9]([C:12]2[N:13]([C:33]([N:35]3[CH2:40][CH2:39][N:38]([CH2:41][C:42](O)=[O:43])[CH2:37][CH2:36]3)=[O:34])[C@@:14]([C:26]3[CH:31]=[CH:30][C:29]([Cl:32])=[CH:28][CH:27]=3)([CH3:25])[C@@:15]([C:18]3[CH:23]=[CH:22][C:21]([Cl:24])=[CH:20][CH:19]=3)([CH3:17])[N:16]=2)=[C:8]([O:45][CH2:46][CH3:47])[CH:7]=1)([CH3:5])([CH3:4])[CH3:3].[NH2:48][C:49]1[CH:54]=[CH:53][CH:52]=[CH:51][N:50]=1. Given the product [C:2]([C:6]1[N:11]=[CH:10][C:9]([C:12]2[N:13]([C:33]([N:35]3[CH2:36][CH2:37][N:38]([CH2:41][C:42]([NH:48][C:49]4[CH:54]=[CH:53][CH:52]=[CH:51][N:50]=4)=[O:43])[CH2:39][CH2:40]3)=[O:34])[C@@:14]([C:26]3[CH:27]=[CH:28][C:29]([Cl:32])=[CH:30][CH:31]=3)([CH3:25])[C@@:15]([C:18]3[CH:23]=[CH:22][C:21]([Cl:24])=[CH:20][CH:19]=3)([CH3:17])[N:16]=2)=[C:8]([O:45][CH2:46][CH3:47])[CH:7]=1)([CH3:4])([CH3:3])[CH3:5], predict the reactants needed to synthesize it.